The task is: Predict the reactants needed to synthesize the given product.. This data is from Full USPTO retrosynthesis dataset with 1.9M reactions from patents (1976-2016). (1) Given the product [NH:27]1[C:35]2[C:30](=[CH:31][CH:32]=[CH:33][CH:34]=2)[C:29](/[CH:36]=[C:9]2\[O:10][C:6]3[C:5]([CH2:13][N:14]4[CH2:15][CH2:16][N:17]([C:20]([O:22][C:23]([CH3:26])([CH3:25])[CH3:24])=[O:21])[CH2:18][CH2:19]4)=[CH:4][C:3]([O:2][CH3:1])=[CH:12][C:7]=3[C:8]\2=[O:11])=[CH:28]1, predict the reactants needed to synthesize it. The reactants are: [CH3:1][O:2][C:3]1[CH:4]=[C:5]([CH2:13][N:14]2[CH2:19][CH2:18][N:17]([C:20]([O:22][C:23]([CH3:26])([CH3:25])[CH3:24])=[O:21])[CH2:16][CH2:15]2)[C:6]2[O:10][CH2:9][C:8](=[O:11])[C:7]=2[CH:12]=1.[NH:27]1[C:35]2[C:30](=[CH:31][CH:32]=[CH:33][CH:34]=2)[C:29]([CH:36]=O)=[CH:28]1. (2) Given the product [CH:14]1([NH:17][CH2:9][CH2:8][O:7][C:6]2[CH:5]=[CH:4][C:3]([O:2][CH3:1])=[CH:13][CH:12]=2)[CH2:16][CH2:15]1, predict the reactants needed to synthesize it. The reactants are: [CH3:1][O:2][C:3]1[CH:13]=[CH:12][C:6]([O:7][CH2:8][C:9](O)=O)=[CH:5][CH:4]=1.[CH:14]1([NH2:17])[CH2:16][CH2:15]1. (3) The reactants are: Cl[C:2]1[N:10]=[C:9]2[C:5]([N:6]=[CH:7][N:8]2[C@@H:11]2[CH2:15][C@H:14]([N:16]3[CH:20]=[C:19]([CH2:21][CH3:22])[CH:18]=[N:17]3)[C@@H:13]([OH:23])[C@H:12]2[OH:24])=[C:4]([NH:25][CH2:26][CH:27]([C:34]2[CH:39]=[CH:38][CH:37]=[CH:36][CH:35]=2)[C:28]2[CH:33]=[CH:32][CH:31]=[CH:30][CH:29]=2)[N:3]=1.FC(F)(F)C(O)=O.C1(C(C2C=CC=CC=2)CNC2N=C(NCCN3CCCCC3)N=C3C=2N=CN3[C@@H]2C[C@H](N3C=C(CO)C=N3)[C@@H](O)[C@H]2O)C=CC=CC=1.[C:94]([O:98][C:99](=[O:106])[NH:100][C@@H:101]1[CH2:105][CH2:104][NH:103][CH2:102]1)([CH3:97])([CH3:96])[CH3:95]. Given the product [C:94]([O:98][C:99](=[O:106])[NH:100][C@@H:101]1[CH2:105][CH2:104][N:103]([C:2]2[N:10]=[C:9]3[C:5]([N:6]=[CH:7][N:8]3[C@@H:11]3[CH2:15][C@H:14]([N:16]4[CH:20]=[C:19]([CH2:21][CH3:22])[CH:18]=[N:17]4)[C@@H:13]([OH:23])[C@H:12]3[OH:24])=[C:4]([NH:25][CH2:26][CH:27]([C:28]3[CH:33]=[CH:32][CH:31]=[CH:30][CH:29]=3)[C:34]3[CH:39]=[CH:38][CH:37]=[CH:36][CH:35]=3)[N:3]=2)[CH2:102]1)([CH3:97])([CH3:95])[CH3:96], predict the reactants needed to synthesize it. (4) Given the product [CH3:1][CH:2]1[CH2:6][CH2:5][CH2:4][N:3]1[CH2:7][CH2:8][CH2:9][O:10][C:11]1[CH:12]=[CH:13][C:14]([C:17]2[O:18][CH:19]=[C:20]([CH2:22][N:23]3[CH2:24][CH2:25][CH2:26][C@H:27]3[CH2:28][N:29]3[CH2:30][CH2:31][O:32][CH2:33][CH2:34]3)[N:21]=2)=[CH:15][CH:16]=1, predict the reactants needed to synthesize it. The reactants are: [CH3:1][CH:2]1[CH2:6][CH2:5][CH2:4][N:3]1[CH2:7][CH2:8][CH2:9][O:10][C:11]1[CH:16]=[CH:15][C:14]([C:17]2[O:18][CH:19]=[C:20]([CH2:22][N:23]3[C@H:27]([CH2:28][N:29]4[CH2:34][CH2:33][O:32][CH2:31][CH2:30]4)[CH2:26][CH2:25][C:24]3=O)[N:21]=2)=[CH:13][CH:12]=1.[H-].[Al+3].[Li+].[H-].[H-].[H-].O.[OH-].[Na+]. (5) Given the product [CH3:1][O:2][C:3]1[CH:4]=[C:5]2[C:10](=[CH:11][CH:12]=1)[CH:9]=[C:8]([CH:15]=[CH2:16])[CH:7]=[CH:6]2, predict the reactants needed to synthesize it. The reactants are: [CH3:1][O:2][C:3]1[CH:4]=[C:5]2[C:10](=[CH:11][CH:12]=1)[C:9](C=O)=[CH:8][CH:7]=[CH:6]2.[CH2:15]1COC[CH2:16]1.